Dataset: Reaction yield outcomes from USPTO patents with 853,638 reactions. Task: Predict the reaction yield, written as a fraction of the theoretical maximum amount of product (1.0 means a 100% yield; for example, 0.34 means a 34% yield). (1) The reactants are [CH:1]1([NH:4][C:5](=[O:10])[C@@H:6]([NH2+:8][CH3:9])[CH3:7])[CH2:3][CH2:2]1.[Cl-].[CH3:12][N:13]1[C:25]2[CH2:24][CH2:23][CH:22]([CH:26]3[CH2:31][CH2:30][O:29][CH2:28][CH2:27]3)[CH2:21][C:20]=2[C:19]2[C:14]1=[CH:15][CH:16]=[C:17]([C:32](O)=[O:33])[CH:18]=2.CCN(C(C)C)C(C)C.CN(C(ON1N=NC2C=CC=NC1=2)=[N+](C)C)C.F[P-](F)(F)(F)(F)F. The catalyst is CN(C=O)C. The product is [CH:1]1([NH:4][C:5](=[O:10])[C@@H:6]([N:8]([CH3:9])[C:32]([C:17]2[CH:18]=[C:19]3[C:14](=[CH:15][CH:16]=2)[N:13]([CH3:12])[C:25]2[CH2:24][CH2:23][CH:22]([CH:26]4[CH2:27][CH2:28][O:29][CH2:30][CH2:31]4)[CH2:21][C:20]3=2)=[O:33])[CH3:7])[CH2:3][CH2:2]1. The yield is 0.570. (2) The reactants are [Cl-].O[NH3+:3].[C:4](=[O:7])([O-])[OH:5].[Na+].CS(C)=O.[CH2:13]([C:17]1[N:18]=[C:19]([CH3:47])[N:20]([CH2:39][C:40]2[CH:45]=[CH:44][CH:43]=[C:42]([F:46])[CH:41]=2)[C:21](=[O:38])[C:22]=1[CH2:23][C:24]1[CH:29]=[CH:28][C:27]([C:30]2[C:31]([C:36]#[N:37])=[CH:32][CH:33]=[CH:34][CH:35]=2)=[CH:26][CH:25]=1)[CH2:14][CH2:15][CH3:16]. The catalyst is C(OCC)(=O)C. The product is [CH2:13]([C:17]1[N:18]=[C:19]([CH3:47])[N:20]([CH2:39][C:40]2[CH:45]=[CH:44][CH:43]=[C:42]([F:46])[CH:41]=2)[C:21](=[O:38])[C:22]=1[CH2:23][C:24]1[CH:25]=[CH:26][C:27]([C:30]2[CH:35]=[CH:34][CH:33]=[CH:32][C:31]=2[C:36]2[NH:3][C:4](=[O:7])[O:5][N:37]=2)=[CH:28][CH:29]=1)[CH2:14][CH2:15][CH3:16]. The yield is 0.690. (3) The reactants are [Cl-].[Cl-].[Cl-].[Al+3].[Br:5][C:6]1[CH:7]=[C:8]2[CH:14]=[CH:13][NH:12][C:9]2=[N:10][CH:11]=1.[Cl:15][C:16]([Cl:21])([Cl:20])[C:17](Cl)=[O:18]. The catalyst is ClCCl. The product is [Br:5][C:6]1[CH:7]=[C:8]2[C:14]([C:17](=[O:18])[C:16]([Cl:21])([Cl:20])[Cl:15])=[CH:13][NH:12][C:9]2=[N:10][CH:11]=1. The yield is 0.720.